This data is from Reaction yield outcomes from USPTO patents with 853,638 reactions. The task is: Predict the reaction yield, written as a fraction of the theoretical maximum amount of product (1.0 means a 100% yield; for example, 0.34 means a 34% yield). (1) The reactants are [C:1]([O:5][C:6](=[O:21])[NH:7][CH2:8][C:9]1([C:17](=[NH:20])[NH:18][OH:19])[C:11]2([CH2:16][CH2:15][CH2:14][CH2:13][CH2:12]2)[CH2:10]1)([CH3:4])([CH3:3])[CH3:2].C1N=CN([C:27](N2C=NC=C2)=[O:28])C=1. The catalyst is C1COCC1. The product is [C:1]([O:5][C:6](=[O:21])[NH:7][CH2:8][C:9]1([C:17]2[NH:20][C:27](=[O:28])[O:19][N:18]=2)[C:11]2([CH2:16][CH2:15][CH2:14][CH2:13][CH2:12]2)[CH2:10]1)([CH3:4])([CH3:2])[CH3:3]. The yield is 0.700. (2) The reactants are [C:1]([O-:4])([O-])=O.[Cs+].[Cs+].F[C:8]1[CH:23]=[CH:22][C:21]([C:24]([F:27])([F:26])[F:25])=[CH:20][C:9]=1[C:10]([NH:12][C:13]1[CH:18]=[CH:17][NH:16][C:15](=[O:19])[CH:14]=1)=[O:11].[F:28][C:29]1[CH:34]=[CH:33][C:32]([OH:35])=[CH:31][C:30]=1OC. The catalyst is CN(C=O)C. The product is [F:28][C:29]1[CH:34]=[CH:33][C:32]([O:35][C:8]2[CH:23]=[CH:22][C:21]([C:24]([F:27])([F:26])[F:25])=[CH:20][C:9]=2[C:10]([NH:12][C:13]2[CH:18]=[CH:17][NH:16][C:15](=[O:19])[CH:14]=2)=[O:11])=[C:31]([O:4][CH3:1])[CH:30]=1. The yield is 0.800. (3) The reactants are Br[C:2]1[C:11]2[C:6](=[CH:7][CH:8]=[CH:9][CH:10]=2)[C:5]([CH2:12][CH:13]2[CH2:17][CH2:16][N:15]([CH:18]3[CH2:23][CH2:22][CH2:21][CH2:20][CH2:19]3)[C:14]2=[O:24])=[CH:4][CH:3]=1.[CH3:25][O:26][C:27]([C:29]1[CH:34]=[CH:33][C:32](B(O)O)=[CH:31][CH:30]=1)=[O:28].C([O-])([O-])=O.[K+].[K+]. The catalyst is COCCOC.C1C=CC([P]([Pd]([P](C2C=CC=CC=2)(C2C=CC=CC=2)C2C=CC=CC=2)([P](C2C=CC=CC=2)(C2C=CC=CC=2)C2C=CC=CC=2)[P](C2C=CC=CC=2)(C2C=CC=CC=2)C2C=CC=CC=2)(C2C=CC=CC=2)C2C=CC=CC=2)=CC=1. The product is [CH3:25][O:26][C:27](=[O:28])[C:29]1[CH:34]=[CH:33][C:32]([C:2]2[C:11]3[C:6](=[CH:7][CH:8]=[CH:9][CH:10]=3)[C:5]([CH2:12][CH:13]3[CH2:17][CH2:16][N:15]([CH:18]4[CH2:23][CH2:22][CH2:21][CH2:20][CH2:19]4)[C:14]3=[O:24])=[CH:4][CH:3]=2)=[CH:31][CH:30]=1. The yield is 0.790. (4) The catalyst is CC1C(P(C2C([CH2-])=CC=CC=2)C2C(C)=CC=CC=2)=CC=CC=1.CC1C(P(C2C([CH2-])=CC=CC=2)C2C(C)=CC=CC=2)=CC=CC=1.CC(O)=O.CC(O)=O.[Pd].[Pd].[C-]#[O+].[C-]#[O+].[C-]#[O+].[C-]#[O+].[C-]#[O+].[C-]#[O+].[Mo]. The yield is 0.540. The product is [CH3:55][O:56][C:57]([C:2]1[CH:23]=[CH:22][C:5]2[C:6]3[N:7]=[C:8]([C:14]4[N:18]([CH:19]([CH3:21])[CH3:20])[CH:17]=[N:16][N:15]=4)[S:9][C:10]=3[CH2:11][CH2:12][O:13][C:4]=2[CH:3]=1)=[O:60]. The reactants are Br[C:2]1[CH:23]=[CH:22][C:5]2[C:6]3[N:7]=[C:8]([C:14]4[N:18]([CH:19]([CH3:21])[CH3:20])[CH:17]=[N:16][N:15]=4)[S:9][C:10]=3[CH2:11][CH2:12][O:13][C:4]=2[CH:3]=1.F[B-](F)(F)F.C([PH+](C(C)(C)C)C(C)(C)C)(C)(C)C.C1CCN2C(=NCCC2)CC1.O1C[CH2:57][O:56][CH2:55]C1.C[OH:60].